This data is from Forward reaction prediction with 1.9M reactions from USPTO patents (1976-2016). The task is: Predict the product of the given reaction. Given the reactants C(OC(=O)[CH:5]([S:7][C:8]1[S:12][C:11]([NH:13][C:14]([N:16]([CH:24]2[CH2:29][CH2:28][CH2:27][CH2:26][CH2:25]2)[C@H:17]2[CH2:22][CH2:21][C@H:20]([CH3:23])[CH2:19][CH2:18]2)=[O:15])=[N:10][CH:9]=1)[CH3:6])C.C1(N[C@H]2CC[C@H](C)CC2)CCCCC1.NC1SC=NC=1.C([O:53][C:54](=[O:58])C(S)C)C, predict the reaction product. The product is: [CH:24]1([N:16]([C@H:17]2[CH2:18][CH2:19][C@H:20]([CH3:23])[CH2:21][CH2:22]2)[C:14](=[O:15])[NH:13][C:11]2[S:12][C:8]([S:7][CH2:5][CH2:6][C:54]([OH:58])=[O:53])=[CH:9][N:10]=2)[CH2:25][CH2:26][CH2:27][CH2:28][CH2:29]1.